Dataset: Forward reaction prediction with 1.9M reactions from USPTO patents (1976-2016). Task: Predict the product of the given reaction. (1) Given the reactants [CH3:1][C:2]1[O:6][C:5]([C:7]2[CH:12]=[CH:11][CH:10]=[CH:9][CH:8]=2)=[N:4][C:3]=1[CH2:13][O:14][C:15]1[CH:20]=[CH:19][C:18]([CH2:21][CH2:22][C:23]2[O:27][C:26]([C:28]3[CH:33]=[CH:32][CH:31]=[CH:30][CH:29]=3)=[N:25][C:24]=2[CH2:34][O:35]COC)=[CH:17][CH:16]=1.S(=O)(=O)(O)O, predict the reaction product. The product is: [CH3:1][C:2]1[O:6][C:5]([C:7]2[CH:8]=[CH:9][CH:10]=[CH:11][CH:12]=2)=[N:4][C:3]=1[CH2:13][O:14][C:15]1[CH:20]=[CH:19][C:18]([CH2:21][CH2:22][C:23]2[O:27][C:26]([C:28]3[CH:33]=[CH:32][CH:31]=[CH:30][CH:29]=3)=[N:25][C:24]=2[CH2:34][OH:35])=[CH:17][CH:16]=1. (2) Given the reactants [C:1]([O:5][C:6](=[O:26])[NH:7][C:8]1[C:17]2[C:12](=[CH:13][CH:14]=[CH:15][CH:16]=2)[C:11]([O:18][C:19]2[CH:24]=[CH:23][N:22]=[C:21](Cl)[CH:20]=2)=[CH:10][CH:9]=1)([CH3:4])([CH3:3])[CH3:2].[NH2:27][C:28]1[CH:29]=[C:30]([CH:34]=[C:35]([O:37][CH3:38])[CH:36]=1)[C:31]([OH:33])=[O:32].C([O-])([O-])=O.[Cs+].[Cs+].C1(P(C2C=CC=CC=2)C2C=CC3C(=CC=CC=3)C=2C2C3C(=CC=CC=3)C=CC=2P(C2C=CC=CC=2)C2C=CC=CC=2)C=CC=CC=1, predict the reaction product. The product is: [C:1]([O:5][C:6]([NH:7][C:8]1[C:17]2[C:12](=[CH:13][CH:14]=[CH:15][CH:16]=2)[C:11]([O:18][C:19]2[CH:24]=[CH:23][N:22]=[C:21]([NH:27][C:28]3[CH:29]=[C:30]([CH:34]=[C:35]([O:37][CH3:38])[CH:36]=3)[C:31]([OH:33])=[O:32])[CH:20]=2)=[CH:10][CH:9]=1)=[O:26])([CH3:4])([CH3:3])[CH3:2]. (3) Given the reactants [C:1]1([CH:7]2[CH2:12][CH2:11][CH2:10][N:9]([CH2:13][CH2:14][CH3:15])[CH2:8]2)[CH:6]=[CH:5][CH:4]=[CH:3][CH:2]=1.[N+:16]([O-])([O-:18])=[O:17].[K+].OS(O)(=O)=O, predict the reaction product. The product is: [N+:16]([C:4]1[CH:5]=[CH:6][C:1]([CH:7]2[CH2:12][CH2:11][CH2:10][N:9]([CH2:13][CH2:14][CH3:15])[CH2:8]2)=[CH:2][CH:3]=1)([O-:18])=[O:17]. (4) Given the reactants C[O:2][C:3]1[C:11]2[CH:10]=[C:9]([C:12]3[O:13][C:14]([C:17]([F:20])([F:19])[F:18])=[N:15][N:16]=3)[O:8][C:7]=2[CH:6]=[CH:5][CH:4]=1.B(Br)(Br)Br, predict the reaction product. The product is: [OH:2][C:3]1[C:11]2[CH:10]=[C:9]([C:12]3[O:13][C:14]([C:17]([F:20])([F:19])[F:18])=[N:15][N:16]=3)[O:8][C:7]=2[CH:6]=[CH:5][CH:4]=1. (5) Given the reactants [C:1]([O:5][C:6]([N:8]1[CH:12]=[CH:11][C:10](/[CH:13]=[C:14]2\[CH2:15][N:16]([C:21]([C:34]3[CH:39]=[CH:38][CH:37]=[CH:36][CH:35]=3)([C:28]3[CH:33]=[CH:32][CH:31]=[CH:30][CH:29]=3)[C:22]3[CH:27]=[CH:26][CH:25]=[CH:24][CH:23]=3)[CH2:17][CH2:18][CH:19]\2O)=[N:9]1)=[O:7])([CH3:4])([CH3:3])[CH3:2].CS(Cl)(=O)=O.C(N(CC)CC)C.[C:52]([O-:55])(=[S:54])[CH3:53].[K+], predict the reaction product. The product is: [C:52]([S:54][CH:19]1[CH2:18][CH2:17][N:16]([C:21]([C:34]2[CH:39]=[CH:38][CH:37]=[CH:36][CH:35]=2)([C:22]2[CH:27]=[CH:26][CH:25]=[CH:24][CH:23]=2)[C:28]2[CH:33]=[CH:32][CH:31]=[CH:30][CH:29]=2)[CH2:15]/[C:14]/1=[CH:13]\[C:10]1[CH:11]=[CH:12][N:8]([C:6]([O:5][C:1]([CH3:3])([CH3:2])[CH3:4])=[O:7])[N:9]=1)(=[O:55])[CH3:53]. (6) The product is: [OH:24][CH2:23][C:3]1[C:4]([C:8]2[CH:13]=[CH:12][N:11]=[C:10]3[NH:14][C:15]([C:17]4[CH:18]=[N:19][N:20]([CH3:22])[CH:21]=4)=[N:16][C:9]=23)=[CH:5][CH:6]=[CH:7][C:2]=1[NH:1][C:34]([C:26]1[S:25][C:29]2[CH2:30][CH2:31][CH2:32][CH2:33][C:28]=2[CH:27]=1)=[O:35]. Given the reactants [NH2:1][C:2]1[CH:7]=[CH:6][CH:5]=[C:4]([C:8]2[CH:13]=[CH:12][N:11]=[C:10]3[NH:14][C:15]([C:17]4[CH:18]=[N:19][N:20]([CH3:22])[CH:21]=4)=[N:16][C:9]=23)[C:3]=1[CH2:23][OH:24].[S:25]1[C:29]2[CH2:30][CH2:31][CH2:32][CH2:33][C:28]=2[CH:27]=[C:26]1[C:34](OC)=[O:35], predict the reaction product. (7) Given the reactants C([NH:4][C:5]1([CH2:18][CH3:19])[CH2:10][CH2:9][N:8]([CH2:11][C:12]2[CH:17]=[CH:16][CH:15]=[CH:14][CH:13]=2)[CH2:7][CH2:6]1)(=O)C.[OH-].[Na+], predict the reaction product. The product is: [NH2:4][C:5]1([CH2:18][CH3:19])[CH2:10][CH2:9][N:8]([CH2:11][C:12]2[CH:17]=[CH:16][CH:15]=[CH:14][CH:13]=2)[CH2:7][CH2:6]1. (8) Given the reactants [CH:1]1(/[CH:4]=[N:5]/[S:6]([C:8]([CH3:11])([CH3:10])[CH3:9])=[O:7])[CH2:3][CH2:2]1.[CH:12]1([Mg]Br)[CH2:14][CH2:13]1.[NH4+].[Cl-], predict the reaction product. The product is: [CH:1]1([CH:4]([CH:12]2[CH2:14][CH2:13]2)[NH:5][S:6]([C:8]([CH3:11])([CH3:10])[CH3:9])=[O:7])[CH2:2][CH2:3]1. (9) Given the reactants [F:1][C:2]([F:7])([F:6])[C:3]([O-:5])=[O:4].C[O:9][C:10]([NH:12][C@H:13]([C:23]1[NH2+:24][C:25]([C:28]2[CH:37]=[CH:36][C:35]3[C:30](=[CH:31][CH:32]=[CH:33][CH:34]=3)[CH:29]=2)=[CH:26][N:27]=1)[CH2:14][CH2:15][CH2:16][CH2:17][CH2:18][C:19](=[O:22])[CH2:20][CH3:21])=O.CCN(CC)CC.C(OC([C:47]([F:50])([F:49])[F:48])=O)([C:47]([F:50])([F:49])[F:48])=O, predict the reaction product. The product is: [F:1][C:2]([F:7])([F:6])[C:3]([O-:5])=[O:4].[CH:29]1[C:30]2[C:35](=[CH:34][CH:33]=[CH:32][CH:31]=2)[CH:36]=[CH:37][C:28]=1[C:25]1[NH2+:24][C:23]([C@@H:13]([NH:12][C:10](=[O:9])[C:47]([F:50])([F:49])[F:48])[CH2:14][CH2:15][CH2:16][CH2:17][CH2:18][C:19](=[O:22])[CH2:20][CH3:21])=[N:27][CH:26]=1.